From a dataset of Full USPTO retrosynthesis dataset with 1.9M reactions from patents (1976-2016). Predict the reactants needed to synthesize the given product. Given the product [I-:1].[NH2:2][O:3][CH2:4][CH2:5][N+:6]([CH2:8][CH2:9][OH:10])([CH3:11])[CH3:7], predict the reactants needed to synthesize it. The reactants are: [I-:1].[NH2:2][O:3][CH2:4][CH2:5][N+:6]([CH2:11]CON)([CH2:8][CH2:9][OH:10])[CH3:7].C1(=O)N(OCCN(CCO)CCON2C(=O)C3=CC=CC=C3C2=O)C(=O)C2=CC=CC=C12.